This data is from Full USPTO retrosynthesis dataset with 1.9M reactions from patents (1976-2016). The task is: Predict the reactants needed to synthesize the given product. (1) Given the product [NH2:2][C:3]1[C:4]2[C:14]([O:15][CH2:16][C:17]([NH:20][C:26](=[O:27])[C:25]3[CH:29]=[CH:30][N:31]=[C:23]([CH2:21][CH3:22])[CH:24]=3)([CH3:18])[CH3:19])=[CH:13][CH:12]=[CH:11][C:5]=2[NH:6][S:7](=[O:10])(=[O:9])[N:8]=1, predict the reactants needed to synthesize it. The reactants are: Cl.[NH2:2][C:3]1[C:4]2[C:14]([O:15][CH2:16][C:17]([NH2:20])([CH3:19])[CH3:18])=[CH:13][CH:12]=[CH:11][C:5]=2[NH:6][S:7](=[O:10])(=[O:9])[N:8]=1.[CH2:21]([C:23]1[CH:24]=[C:25]([CH:29]=[CH:30][N:31]=1)[C:26](O)=[O:27])[CH3:22]. (2) Given the product [C:16]([O:20][C:21](=[O:32])[NH:22][C@H:23]1[CH2:24][CH2:25][C@H:26]([CH2:29][CH2:30][N:13]2[CH2:14][CH2:15][CH:10]([C:9]3[C:4]4[O:3][CH2:2][O:1][C:5]=4[CH:6]=[CH:7][CH:8]=3)[CH2:11][CH2:12]2)[CH2:27][CH2:28]1)([CH3:19])([CH3:18])[CH3:17], predict the reactants needed to synthesize it. The reactants are: [O:1]1[C:5]2[CH:6]=[CH:7][CH:8]=[C:9]([CH:10]3[CH2:15][CH2:14][NH:13][CH2:12][CH2:11]3)[C:4]=2[O:3][CH2:2]1.[C:16]([O:20][C:21](=[O:32])[NH:22][C@H:23]1[CH2:28][CH2:27][C@H:26]([CH2:29][CH:30]=O)[CH2:25][CH2:24]1)([CH3:19])([CH3:18])[CH3:17].C(=O)(O)[O-].[Na+]. (3) Given the product [CH2:19]([O:17][CH:13]([C:8]1[N:4]2[CH:5]=[CH:6][N:7]=[C:2]([Cl:1])[C:3]2=[N:10][C:9]=1[CH2:11][CH3:12])[CH2:14][CH2:15][CH3:16])[CH3:20], predict the reactants needed to synthesize it. The reactants are: [Cl:1][C:2]1[C:3]2[N:4]([C:8]([CH:13]([OH:17])[CH2:14][CH2:15][CH3:16])=[C:9]([CH2:11][CH3:12])[N:10]=2)[CH:5]=[CH:6][N:7]=1.I[CH2:19][CH3:20].[H-].[Na+].O. (4) Given the product [OH:41][C:26]1[C:25](=[O:24])[N:14]([C:15]2[N:16]=[N:17][C:18]([CH3:21])=[CH:19][CH:20]=2)[CH:8]([C:7]2[CH:10]=[CH:11][C:4]([O:3][C:2]([F:13])([F:12])[F:1])=[CH:5][CH:6]=2)[C:27]=1[C:28](=[O:40])[C:29]1[CH:30]=[CH:31][C:32]([N:35]2[CH2:39][CH2:38][CH2:37][CH2:36]2)=[CH:33][CH:34]=1, predict the reactants needed to synthesize it. The reactants are: [F:1][C:2]([F:13])([F:12])[O:3][C:4]1[CH:11]=[CH:10][C:7]([CH:8]=O)=[CH:6][CH:5]=1.[NH2:14][C:15]1[N:16]=[N:17][C:18]([CH3:21])=[CH:19][CH:20]=1.C([O:24][C:25](=O)[C:26](=[O:41])[CH2:27][C:28](=[O:40])[C:29]1[CH:34]=[CH:33][C:32]([N:35]2[CH2:39][CH2:38][CH2:37][CH2:36]2)=[CH:31][CH:30]=1)C. (5) Given the product [CH3:33][O:32][C:27]1[CH:28]=[C:29]2[C:24](=[CH:25][C:26]=1[O:34][CH3:35])[N:23]=[C:22]([C:6]1[CH:5]=[CH:4][C:3]([CH2:17][C:18]([OH:20])=[O:19])=[C:2]([F:1])[CH:7]=1)[CH:31]=[N:30]2, predict the reactants needed to synthesize it. The reactants are: [F:1][C:2]1[CH:7]=[C:6](B2OC(C)(C)C(C)(C)O2)[CH:5]=[CH:4][C:3]=1[CH2:17][C:18]([OH:20])=[O:19].Cl[C:22]1[CH:31]=[N:30][C:29]2[C:24](=[CH:25][C:26]([O:34][CH3:35])=[C:27]([O:32][CH3:33])[CH:28]=2)[N:23]=1.C(=O)([O-])[O-].[Na+].[Na+].Cl. (6) Given the product [O:21]1[C:25]2[CH:26]=[CH:27][CH:28]=[CH:29][C:24]=2[CH:23]=[C:22]1[CH:30]=[N:17][NH:16][C:15]1[C:10]([NH:9][CH2:2][C:3]2[CH:4]=[CH:5][CH:6]=[CH:7][CH:8]=2)=[N:11][C:12]2[C:13](=[N:18][O:19][N:20]=2)[N:14]=1, predict the reactants needed to synthesize it. The reactants are: Cl.[CH2:2]([NH:9][C:10]1[C:15]([NH:16][NH2:17])=[N:14][C:13]2=[N:18][O:19][N:20]=[C:12]2[N:11]=1)[C:3]1[CH:8]=[CH:7][CH:6]=[CH:5][CH:4]=1.[O:21]1[C:25]2[CH:26]=[CH:27][CH:28]=[CH:29][C:24]=2[CH:23]=[C:22]1[CH:30]=O. (7) The reactants are: CS[C:3]1[N:8]=[C:7]([C:9]2[CH:14]=[CH:13][C:12]([Cl:15])=[CH:11][CH:10]=2)[C:6]([C:16]2[CH:21]=[CH:20][C:19]([Cl:22])=[CH:18][C:17]=2[Cl:23])=[CH:5][N:4]=1.[Cl:24][C:25]1[CH:26]=[C:27]([CH:30]=[CH:31][CH:32]=1)[CH2:28][OH:29]. Given the product [Cl:24][C:25]1[CH:26]=[C:27]([CH:30]=[CH:31][CH:32]=1)[CH2:28][O:29][C:3]1[N:8]=[C:7]([C:9]2[CH:14]=[CH:13][C:12]([Cl:15])=[CH:11][CH:10]=2)[C:6]([C:16]2[CH:21]=[CH:20][C:19]([Cl:22])=[CH:18][C:17]=2[Cl:23])=[CH:5][N:4]=1, predict the reactants needed to synthesize it. (8) Given the product [ClH:24].[ClH:24].[Cl:24][C:17]1[N:16]=[C:15]([NH:14][CH:11]2[CH2:10][CH2:9][NH:8][CH2:13][CH2:12]2)[C:20]2[CH2:21][CH2:22][CH2:23][C:19]=2[N:18]=1, predict the reactants needed to synthesize it. The reactants are: C(OC([N:8]1[CH2:13][CH2:12][CH:11]([NH:14][C:15]2[C:20]3[CH2:21][CH2:22][CH2:23][C:19]=3[N:18]=[C:17]([Cl:24])[N:16]=2)[CH2:10][CH2:9]1)=O)(C)(C)C.